From a dataset of Catalyst prediction with 721,799 reactions and 888 catalyst types from USPTO. Predict which catalyst facilitates the given reaction. (1) Reactant: [Br:1][C:2]1[CH:3]=[C:4]2[C:8](=[CH:9][CH:10]=1)[C@@H:7]([N:11]1[CH2:16][CH2:15][N:14]([C:17]3([CH3:30])[CH2:22][CH2:21][N:20]([C:23]([O:25][C:26]([CH3:29])([CH3:28])[CH3:27])=[O:24])[CH2:19][CH2:18]3)[CH2:13][C@@H:12]1[CH3:31])[C@H:6]([OH:32])[CH2:5]2.[H-].[Na+].I[CH2:36][CH3:37]. Product: [Br:1][C:2]1[CH:3]=[C:4]2[C:8](=[CH:9][CH:10]=1)[C@@H:7]([N:11]1[CH2:16][CH2:15][N:14]([C:17]3([CH3:30])[CH2:18][CH2:19][N:20]([C:23]([O:25][C:26]([CH3:27])([CH3:29])[CH3:28])=[O:24])[CH2:21][CH2:22]3)[CH2:13][C@@H:12]1[CH3:31])[C@H:6]([O:32][CH2:36][CH3:37])[CH2:5]2. The catalyst class is: 7. (2) Reactant: [N:1]1([C:7]2[CH:12]=[CH:11][C:10]([N:13]3[CH:18]=[CH:17][CH:16]=[CH:15][C:14]3=[O:19])=[CH:9][CH:8]=2)[CH2:6][CH2:5][NH:4][CH2:3][CH2:2]1.CC1C=CC(S(O[CH2:31][CH2:32][CH2:33][CH2:34][C:35]2[C:43]3[C:38](=[CH:39][CH:40]=[C:41]([F:44])[CH:42]=3)[NH:37][CH:36]=2)(=O)=O)=CC=1.C(=O)([O-])[O-].[K+].[K+].[I-].[K+]. Product: [F:44][C:41]1[CH:42]=[C:43]2[C:38](=[CH:39][CH:40]=1)[NH:37][CH:36]=[C:35]2[CH2:34][CH2:33][CH2:32][CH2:31][N:4]1[CH2:5][CH2:6][N:1]([C:7]2[CH:8]=[CH:9][C:10]([N:13]3[CH:18]=[CH:17][CH:16]=[CH:15][C:14]3=[O:19])=[CH:11][CH:12]=2)[CH2:2][CH2:3]1. The catalyst class is: 10. (3) Reactant: C1C2C(COC([N:18]3[CH2:23][C@H:22]([NH:24][C:25]([O:27][C:28]([CH3:31])([CH3:30])[CH3:29])=[O:26])[CH2:21][C@H:20]([C:32]([OH:34])=O)[CH2:19]3)=O)C3C(=CC=CC=3)C=2C=CC=1.[CH:35]1([NH:38][CH2:39][C:40]2[CH:45]=[CH:44][CH:43]=[C:42]([CH3:46])[C:41]=2[CH3:47])[CH2:37][CH2:36]1.C(N(C(C)C)C(C)C)C.CCCP(=O)=O.C([O-])([O-])=O.[K+].[K+].C(Cl)Cl.N1CCCCC1. The catalyst class is: 566. Product: [C:28]([O:27][C:25](=[O:26])[NH:24][C@@H:22]1[CH2:21][C@H:20]([C:32](=[O:34])[N:38]([CH:35]2[CH2:37][CH2:36]2)[CH2:39][C:40]2[CH:45]=[CH:44][CH:43]=[C:42]([CH3:46])[C:41]=2[CH3:47])[CH2:19][NH:18][CH2:23]1)([CH3:29])([CH3:30])[CH3:31]. (4) Reactant: [NH2:1][C:2]1[C:3]([C:19]([NH2:21])=[O:20])=[CH:4][C:5]2[C:13]3[C:8](=[CH:9][CH:10]=[CH:11][CH:12]=3)[N:7]([CH2:14][C@@H:15]([NH2:17])[CH3:16])[C:6]=2[N:18]=1.C1CCC([N:28]=[C:29]=[N:30]C2CCCCC2)CC1.C(OC(NC(NC(OC(C)(C)C)=O)=S)=O)(C)(C)C.C(O)C(N)(CO)CO. Product: [NH2:1][C:2]1[C:3]([C:19]([NH2:21])=[O:20])=[CH:4][C:5]2[C:13]3[C:8](=[CH:9][CH:10]=[CH:11][CH:12]=3)[N:7]([CH2:14][C@@H:15]([NH:17][C:29]([NH2:30])=[NH:28])[CH3:16])[C:6]=2[N:18]=1. The catalyst class is: 2. (5) Reactant: O[Li].O.[CH2:4]([O:6][C:7]1[CH:12]=[CH:11][C:10]([F:13])=[CH:9][C:8]=1[C@H:14]1[CH2:18][CH2:17][CH2:16][N:15]1[C:19]1[CH:24]=[CH:23][N:22]2[N:25]=[CH:26][C:27]([C:28]([O:30]CC)=[O:29])=[C:21]2[CH:20]=1)[CH3:5].Cl. Product: [CH2:4]([O:6][C:7]1[CH:12]=[CH:11][C:10]([F:13])=[CH:9][C:8]=1[C@H:14]1[CH2:18][CH2:17][CH2:16][N:15]1[C:19]1[CH:24]=[CH:23][N:22]2[N:25]=[CH:26][C:27]([C:28]([OH:30])=[O:29])=[C:21]2[CH:20]=1)[CH3:5]. The catalyst class is: 40. (6) Product: [C:45]([O:49][C:50]([N:52]1[CH2:57][CH2:56][CH2:55][CH2:54][CH:53]1[C:58]1([OH:62])[CH2:59][N:60]([C:39]([C:38]2[C:30]([NH:29][C:26]3[CH:27]=[CH:28][C:23]([Br:22])=[CH:24][C:25]=3[F:44])=[C:31]([F:43])[C:32](=[O:42])[N:33]3[C:37]=2[CH2:36][CH2:35][CH2:34]3)=[O:40])[CH2:61]1)=[O:51])([CH3:48])([CH3:46])[CH3:47]. The catalyst class is: 3. Reactant: CCN=C=NCCCN(C)C.C1C=CC2N(O)N=NC=2C=1.[Br:22][C:23]1[CH:28]=[CH:27][C:26]([NH:29][C:30]2[C:38]([C:39](O)=[O:40])=[C:37]3[N:33]([CH2:34][CH2:35][CH2:36]3)[C:32](=[O:42])[C:31]=2[F:43])=[C:25]([F:44])[CH:24]=1.[C:45]([O:49][C:50]([N:52]1[CH2:57][CH2:56][CH2:55][CH2:54][CH:53]1[C:58]1([OH:62])[CH2:61][NH:60][CH2:59]1)=[O:51])([CH3:48])([CH3:47])[CH3:46].